Predict which catalyst facilitates the given reaction. From a dataset of Catalyst prediction with 721,799 reactions and 888 catalyst types from USPTO. Reactant: [H-].[Al+3].[Li+].[H-].[H-].[H-].[NH:7]1[CH2:12][CH2:11][O:10][CH:9]([CH2:13][N:14]2[CH2:19][CH2:18][N:17]([C:20](OC(C)(C)C)=O)[CH2:16][CH2:15]2)[CH2:8]1.[OH-].[Na+].C(Cl)(Cl)Cl. Product: [CH3:20][N:17]1[CH2:16][CH2:15][N:14]([CH2:13][CH:9]2[O:10][CH2:11][CH2:12][NH:7][CH2:8]2)[CH2:19][CH2:18]1. The catalyst class is: 7.